From a dataset of Full USPTO retrosynthesis dataset with 1.9M reactions from patents (1976-2016). Predict the reactants needed to synthesize the given product. (1) Given the product [CH3:9][CH:10]([O:5][C:4](=[O:6])[CH2:3][CH2:2][C:1]([O:8][CH:10]([CH2:11][CH2:12][CH2:13][CH2:14][CH2:15][CH3:16])[CH3:9])=[O:7])[CH2:11][CH2:12][CH2:13][CH2:14][CH2:15][CH3:16], predict the reactants needed to synthesize it. The reactants are: [C:1]([OH:8])(=[O:7])[CH2:2][CH2:3][C:4]([OH:6])=[O:5].[CH3:9][CH:10](O)[CH2:11][CH2:12][CH2:13][CH2:14][CH2:15][CH3:16].CS(O)(=O)=O. (2) Given the product [CH3:12][O:13][C:14]1[CH:19]=[CH:18][C:17]([S:20]([NH:11][CH2:10][CH2:9][C:6]2[CH:7]=[CH:8][C:3]([O:2][CH3:1])=[CH:4][CH:5]=2)(=[O:21])=[O:22])=[CH:16][C:15]=1[N+:24]([O-:26])=[O:25], predict the reactants needed to synthesize it. The reactants are: [CH3:1][O:2][C:3]1[CH:8]=[CH:7][C:6]([CH2:9][CH2:10][NH2:11])=[CH:5][CH:4]=1.[CH3:12][O:13][C:14]1[CH:19]=[CH:18][C:17]([S:20](Cl)(=[O:22])=[O:21])=[CH:16][C:15]=1[N+:24]([O-:26])=[O:25]. (3) Given the product [C:2]([NH2:4])([NH2:1])=[O:3].[NH+:5]([O-:7])=[O:6].[N+:5]([O-:8])([OH:7])=[O:6], predict the reactants needed to synthesize it. The reactants are: [NH2:1][C:2]([NH2:4])=[O:3].[N+:5]([O-:8])([OH:7])=[O:6]. (4) Given the product [Cl:26][C:10]1[CH:9]=[C:8]([N:18]2[CH2:19][CH2:20][C:5]3[C:2](=[CH:3][CH:11]=[C:12]([C:14]([F:17])([F:16])[F:15])[CH:13]=3)[CH2:1]2)[CH:13]=[C:12]([C:14]([F:17])([F:16])[F:15])[C:11]=1[NH:18][C:19](=[O:25])[CH2:20][C:21]([CH3:24])([CH3:23])[CH3:22], predict the reactants needed to synthesize it. The reactants are: [CH3:1][C:2]([CH3:5])([O-])[CH3:3].[K+].Br[C:8]1[CH:13]=[C:12]([C:14]([F:17])([F:16])[F:15])[C:11]([NH:18][C:19](=[O:25])[CH2:20][C:21]([CH3:24])([CH3:23])[CH3:22])=[C:10]([Cl:26])[CH:9]=1. (5) Given the product [CH3:28][N:29]1[CH:33]=[C:32]([C:2]2[CH:7]=[CH:6][C:5]([S:8]([N:11]3[CH:15]=[CH:14][C:13](/[CH:16]=[CH:17]/[C:18]([NH:20][O:21][CH:22]4[CH2:27][CH2:26][CH2:25][CH2:24][O:23]4)=[O:19])=[CH:12]3)(=[O:10])=[O:9])=[CH:4][CH:3]=2)[CH:31]=[N:30]1, predict the reactants needed to synthesize it. The reactants are: Br[C:2]1[CH:7]=[CH:6][C:5]([S:8]([N:11]2[CH:15]=[CH:14][C:13](/[CH:16]=[CH:17]/[C:18]([NH:20][O:21][CH:22]3[CH2:27][CH2:26][CH2:25][CH2:24][O:23]3)=[O:19])=[CH:12]2)(=[O:10])=[O:9])=[CH:4][CH:3]=1.[CH3:28][N:29]1[CH:33]=[C:32](B2OC(C)(C)C(C)(C)O2)[CH:31]=[N:30]1.C([O-])([O-])=O.[Na+].[Na+]. (6) Given the product [C:2]([N:6]1[CH2:7][CH2:8][CH:9]([C:12]2[CH:17]=[CH:16][C:15]([C:18]([NH2:20])=[O:19])=[C:14]([NH:21][C:22]3[CH:27]=[CH:26][C:25]([C:28]([N:30]4[CH2:35][CH2:34][N:33]([C:36](=[O:42])[CH2:37][CH2:38][CH2:39][CH2:40][NH:41][C:51](=[O:50])[CH2:52][CH2:53][O:54][CH2:55][CH2:56][O:57][CH2:58][CH2:59][O:60][CH2:61][CH2:62][O:63][CH2:64][CH2:65][NH:66][C:67](=[O:81])[CH2:68][CH2:69][CH2:70][CH2:71][CH:72]5[CH:79]6[CH:75]([NH:76][C:77](=[O:80])[NH:78]6)[CH2:74][S:73]5)[CH2:32][CH2:31]4)=[O:29])=[CH:24][CH:23]=3)[N:13]=2)[CH2:10][CH2:11]1)(=[O:5])[CH:3]=[CH2:4], predict the reactants needed to synthesize it. The reactants are: Cl.[C:2]([N:6]1[CH2:11][CH2:10][CH:9]([C:12]2[CH:17]=[CH:16][C:15]([C:18]([NH2:20])=[O:19])=[C:14]([NH:21][C:22]3[CH:27]=[CH:26][C:25]([C:28]([N:30]4[CH2:35][CH2:34][N:33]([C:36](=[O:42])[CH2:37][CH2:38][CH2:39][CH2:40][NH2:41])[CH2:32][CH2:31]4)=[O:29])=[CH:24][CH:23]=3)[N:13]=2)[CH2:8][CH2:7]1)(=[O:5])[CH:3]=[CH2:4].O=C1CCC(=O)N1[O:50][C:51](=O)[CH2:52][CH2:53][O:54][CH2:55][CH2:56][O:57][CH2:58][CH2:59][O:60][CH2:61][CH2:62][O:63][CH2:64][CH2:65][NH:66][C:67](=[O:81])[CH2:68][CH2:69][CH2:70][CH2:71][CH:72]1[CH:79]2[CH:75]([NH:76][C:77](=[O:80])[NH:78]2)[CH2:74][S:73]1.CCN(C(C)C)C(C)C. (7) The reactants are: [Cl:1]/[C:2](/[C:12]([F:15])([F:14])[F:13])=[CH:3]\[CH:4]1[CH:6]([C:7](Cl)=[O:8])[C:5]1([CH3:11])[CH3:10].[OH:16][CH:17]([C:23]1[CH:28]=[CH:27][CH:26]=[C:25]([O:29][C:30]2[CH:35]=[CH:34][CH:33]=[CH:32][CH:31]=2)[CH:24]=1)[C:18]([O:20][CH2:21][CH3:22])=[O:19].N1C=CC=CC=1. Given the product [Cl:1]/[C:2](/[C:12]([F:15])([F:14])[F:13])=[CH:3]\[CH:4]1[CH:6]([C:7]([O:16][CH:17]([C:23]2[CH:28]=[CH:27][CH:26]=[C:25]([O:29][C:30]3[CH:35]=[CH:34][CH:33]=[CH:32][CH:31]=3)[CH:24]=2)[C:18]([O:20][CH2:21][CH3:22])=[O:19])=[O:8])[C:5]1([CH3:11])[CH3:10], predict the reactants needed to synthesize it.